Dataset: Full USPTO retrosynthesis dataset with 1.9M reactions from patents (1976-2016). Task: Predict the reactants needed to synthesize the given product. (1) Given the product [NH3:14].[F:1][C:2]1[CH:3]=[CH:4][C:5]2[O:9][CH:8]([O:10][CH3:11])[CH2:7][C:6]=2[C:12]=1[CH2:13][NH2:14], predict the reactants needed to synthesize it. The reactants are: [F:1][C:2]1[C:12]([C:13]#[N:14])=[C:6]2[CH2:7][CH:8]([O:10][CH3:11])[O:9][C:5]2=[CH:4][CH:3]=1. (2) Given the product [CH:9]1([NH:8][C:6](=[O:7])[C@@H:5]([OH:4])[C@@H:12]([N:16]([CH2:24][C:25]2[CH:26]=[CH:27][CH:28]=[CH:29][CH:30]=2)[CH2:17][C:18]2[CH:23]=[CH:22][CH:21]=[CH:20][CH:19]=2)[CH2:13][CH2:14][CH3:15])[CH2:10][CH2:11]1, predict the reactants needed to synthesize it. The reactants are: C([O:4][C@@H:5]([C@@H:12]([N:16]([CH2:24][C:25]1[CH:30]=[CH:29][CH:28]=[CH:27][CH:26]=1)[CH2:17][C:18]1[CH:23]=[CH:22][CH:21]=[CH:20][CH:19]=1)[CH2:13][CH2:14][CH3:15])[C:6]([NH:8][CH:9]1[CH2:11][CH2:10]1)=[O:7])(=O)C.[OH-].[Na+]. (3) The reactants are: BrC1C=CC(C(O)=O)=CC=1.C([Li])CCC.O1CC(=O)C1.Cl.[OH:22][C:23]1([C:27]2[CH:35]=[CH:34][C:30]([C:31]([OH:33])=[O:32])=[CH:29][CH:28]=2)[CH2:26][O:25][CH2:24]1.C(O)(=O)C1C=CC=CC=1. Given the product [OH:22][C:23]1([C:27]2[CH:28]=[CH:29][C:30]([C:31]([OH:33])=[O:32])=[CH:34][CH:35]=2)[CH2:26][O:25][CH2:24]1, predict the reactants needed to synthesize it. (4) Given the product [CH3:14][O:13][CH2:12][CH2:11][N:7]1[C:6]2[CH:15]=[C:2]([B:19]3[O:20][C:21]([CH3:23])([CH3:22])[C:17]([CH3:33])([CH3:16])[O:18]3)[CH:3]=[CH:4][C:5]=2[S:9][C:8]1=[O:10], predict the reactants needed to synthesize it. The reactants are: Br[C:2]1[CH:3]=[CH:4][C:5]2[S:9][C:8](=[O:10])[N:7]([CH2:11][CH2:12][O:13][CH3:14])[C:6]=2[CH:15]=1.[CH3:16][C:17]1([CH3:33])[C:21]([CH3:23])([CH3:22])[O:20][B:19]([B:19]2[O:20][C:21]([CH3:23])([CH3:22])[C:17]([CH3:33])([CH3:16])[O:18]2)[O:18]1.C([O-])(=O)C.[K+]. (5) The reactants are: [CH:1]1([C:4]([C:6]2[CH:7]=[N:8][C:9]3[C:14]([C:15]=2[NH:16][C@H:17]2[CH2:22][CH2:21][C@H:20]([NH:23]C(=O)OC(C)(C)C)[CH2:19][CH2:18]2)=[CH:13][C:12]([C:31]2[CH:36]=[CH:35][C:34]([OH:37])=[CH:33][CH:32]=2)=[CH:11][CH:10]=3)=[O:5])[CH2:3][CH2:2]1.C(O)(C(F)(F)F)=O. Given the product [NH2:23][C@H:20]1[CH2:19][CH2:18][C@H:17]([NH:16][C:15]2[C:14]3[C:9](=[CH:10][CH:11]=[C:12]([C:31]4[CH:36]=[CH:35][C:34]([OH:37])=[CH:33][CH:32]=4)[CH:13]=3)[N:8]=[CH:7][C:6]=2[C:4]([CH:1]2[CH2:2][CH2:3]2)=[O:5])[CH2:22][CH2:21]1, predict the reactants needed to synthesize it. (6) Given the product [F:9][C:10]1[CH:11]=[CH:12][C:13]([C:14]([N:16]2[CH2:21][CH2:20][N:19]3[N:22]=[C:23]([CH2:25][O:26][C:27]4[CH:32]=[CH:31][CH:30]=[CH:29][CH:28]=4)[C:24]([I:1])=[C:18]3[CH2:17]2)=[O:15])=[CH:33][CH:34]=1, predict the reactants needed to synthesize it. The reactants are: [I:1]N1C(=O)CCC1=O.[F:9][C:10]1[CH:34]=[CH:33][C:13]([C:14]([N:16]2[CH2:21][CH2:20][N:19]3[N:22]=[C:23]([CH2:25][O:26][C:27]4[CH:32]=[CH:31][CH:30]=[CH:29][CH:28]=4)[CH:24]=[C:18]3[CH2:17]2)=[O:15])=[CH:12][CH:11]=1. (7) Given the product [CH2:18]([O:7][C:8]1[CH:9]=[C:10]([N+:15]([O-:17])=[O:16])[CH:11]=[CH:12][C:13]=1[O:4][CH2:1][C:8]1[CH:9]=[CH:10][CH:11]=[CH:12][CH:13]=1)[C:19]1[CH:24]=[CH:23][CH:22]=[CH:21][CH:20]=1, predict the reactants needed to synthesize it. The reactants are: [C:1](=[O:4])([O-])[O-].[K+].[K+].[OH:7][C:8]1[CH:9]=[C:10]([N+:15]([O-:17])=[O:16])[CH:11]=[CH:12][C:13]=1O.[CH2:18](Br)[C:19]1[CH:24]=[CH:23][CH:22]=[CH:21][CH:20]=1.